Dataset: Full USPTO retrosynthesis dataset with 1.9M reactions from patents (1976-2016). Task: Predict the reactants needed to synthesize the given product. (1) Given the product [C:2]([C:7]1[N:8]=[C:9]([CH2:12][N:13]2[CH:17]=[CH:16][C:15]([NH:18][C:32]([C:27]3[N:28]=[C:29]([CH3:31])[O:30][C:26]=3[C:22]3[CH:23]=[CH:24][CH:25]=[C:20]([Cl:19])[CH:21]=3)=[O:33])=[N:14]2)[S:10][CH:11]=1)(=[O:6])[CH3:1], predict the reactants needed to synthesize it. The reactants are: [CH3:1][C:2]1([C:7]2[N:8]=[C:9]([CH2:12][N:13]3[CH:17]=[CH:16][C:15]([NH2:18])=[N:14]3)[S:10][CH:11]=2)[O:6]CCO1.[Cl:19][C:20]1[CH:21]=[C:22]([C:26]2[O:30][C:29]([CH3:31])=[N:28][C:27]=2[C:32](O)=[O:33])[CH:23]=[CH:24][CH:25]=1. (2) Given the product [CH3:36][C@H:31]1[CH2:32][N:33]([CH3:46])[CH2:34][CH2:35][N:30]1[C:27]1[CH:28]=[CH:29][C:24]([NH:23][C:21]2[N:20]=[CH:19][N:18]=[C:17]([C:14]3[CH:15]=[CH:16][C:9]([O:8][C@H:7]4[CH2:6][CH2:5][N:4]([C:39](=[O:43])[C@@H:40]([OH:42])[CH3:41])[CH2:3][C@H:2]4[F:1])=[C:10]([CH:13]=3)[C:11]#[N:12])[N:22]=2)=[CH:25][C:26]=1[O:37][CH3:38], predict the reactants needed to synthesize it. The reactants are: [F:1][C@H:2]1[C@@H:7]([O:8][C:9]2[CH:16]=[CH:15][C:14]([C:17]3[N:22]=[C:21]([NH:23][C:24]4[CH:29]=[CH:28][C:27]([N:30]5[CH2:35][CH2:34][NH:33][CH2:32][C@@H:31]5[CH3:36])=[C:26]([O:37][CH3:38])[CH:25]=4)[N:20]=[CH:19][N:18]=3)=[CH:13][C:10]=2[C:11]#[N:12])[CH2:6][CH2:5][N:4]([C:39](=[O:43])[C@@H:40]([OH:42])[CH3:41])[CH2:3]1.C=O.[C:46](O[BH-](OC(=O)C)OC(=O)C)(=O)C.[Na+]. (3) Given the product [F:1][C:2]1[CH:3]=[C:4]2[C:8](=[CH:9][CH:10]=1)[NH:7][C:6](=[O:11])[C:5]2=[C:12]1[C:20]2[C:15](=[CH:16][C:17]([CH2:21][CH2:22][CH2:23][N:30]3[CH2:35][CH2:34][O:33][CH2:32][CH2:31]3)=[CH:18][CH:19]=2)[CH:14]([CH3:29])[O:13]1, predict the reactants needed to synthesize it. The reactants are: [F:1][C:2]1[CH:3]=[C:4]2[C:8](=[CH:9][CH:10]=1)[NH:7][C:6](=[O:11])[C:5]2=[C:12]1[C:20]2[C:15](=[CH:16][C:17]([CH2:21][CH2:22][CH2:23]OS(C)(=O)=O)=[CH:18][CH:19]=2)[CH:14]([CH3:29])[O:13]1.[NH:30]1[CH2:35][CH2:34][O:33][CH2:32][CH2:31]1. (4) Given the product [CH3:24][C:25]1[N:26]=[C:27]([N:35]2[CH2:39][CH2:38][N:37]([CH2:40][CH2:41][C:42]3[CH:47]=[CH:46][CH:45]=[CH:44][CH:43]=3)[C:36]2=[O:48])[S:28][C:29]=1[C:30]([OH:32])=[O:31], predict the reactants needed to synthesize it. The reactants are: CC1N=C(N2CCN(C3C=CC=CC=3)C2=O)SC=1C(OCC)=O.[CH3:24][C:25]1[N:26]=[C:27]([N:35]2[CH2:39][CH2:38][N:37]([CH2:40][CH2:41][C:42]3[CH:47]=[CH:46][CH:45]=[CH:44][CH:43]=3)[C:36]2=[O:48])[S:28][C:29]=1[C:30]([O:32]CC)=[O:31]. (5) Given the product [NH2:3][C:2]([CH3:1])=[CH:6][C:5]([C:7]1[CH:8]=[CH:9][C:10]([F:13])=[CH:11][CH:12]=1)=[O:4], predict the reactants needed to synthesize it. The reactants are: [CH3:1][C:2]1[CH:6]=[C:5]([C:7]2[CH:12]=[CH:11][C:10]([F:13])=[CH:9][CH:8]=2)[O:4][N:3]=1.[H][H]. (6) Given the product [CH3:34][N:35]([CH2:1][C:3]1[CH:8]=[CH:7][C:6]([C:9]2[CH:10]=[CH:11][C:12]([CH2:15][CH2:16][C:17]([C:19]3[O:20][C:21]([C:24]4[N:29]=[C:28]([C:30]([O:32][CH3:33])=[O:31])[CH:27]=[CH:26][CH:25]=4)=[CH:22][N:23]=3)=[O:18])=[CH:13][CH:14]=2)=[CH:5][CH:4]=1)[CH3:36], predict the reactants needed to synthesize it. The reactants are: [CH:1]([C:3]1[CH:8]=[CH:7][C:6]([C:9]2[CH:14]=[CH:13][C:12]([CH2:15][CH2:16][C:17]([C:19]3[O:20][C:21]([C:24]4[N:29]=[C:28]([C:30]([O:32][CH3:33])=[O:31])[CH:27]=[CH:26][CH:25]=4)=[CH:22][N:23]=3)=[O:18])=[CH:11][CH:10]=2)=[CH:5][CH:4]=1)=O.[CH3:34][NH:35][CH3:36].[BH-](OC(C)=O)(OC(C)=O)OC(C)=O.[Na+]. (7) Given the product [CH3:20][O:19][C:13]1[CH:14]=[C:15]([O:17][CH3:18])[N:16]=[C:11]([O:1][C@@H:2]([CH:7]([CH3:9])[CH3:8])[C:3]([O:5][CH3:6])=[O:4])[N:12]=1, predict the reactants needed to synthesize it. The reactants are: [OH:1][C@@H:2]([CH:7]([CH3:9])[CH3:8])[C:3]([O:5][CH3:6])=[O:4].Cl[C:11]1[N:16]=[C:15]([O:17][CH3:18])[CH:14]=[C:13]([O:19][CH3:20])[N:12]=1.[Na].C(=O)([O-])[O-].[K+].[K+].